From a dataset of Reaction yield outcomes from USPTO patents with 853,638 reactions. Predict the reaction yield, written as a fraction of the theoretical maximum amount of product (1.0 means a 100% yield; for example, 0.34 means a 34% yield). The reactants are C([O:8][CH2:9][CH2:10][CH2:11][CH2:12][CH2:13][CH2:14][CH2:15][CH2:16][CH2:17][CH2:18][C:19]#[C:20][C:21]1[CH:26]=[C:25]([O:27][CH3:28])[CH:24]=[CH:23][C:22]=1[O:29][CH3:30])C1C=CC=CC=1. The catalyst is C(O)C.[C].[Pd]. The product is [CH3:30][O:29][C:22]1[CH:23]=[CH:24][C:25]([O:27][CH3:28])=[CH:26][C:21]=1[CH2:20][CH2:19][CH2:18][CH2:17][CH2:16][CH2:15][CH2:14][CH2:13][CH2:12][CH2:11][CH2:10][CH2:9][OH:8]. The yield is 0.920.